This data is from Peptide-MHC class I binding affinity with 185,985 pairs from IEDB/IMGT. The task is: Regression. Given a peptide amino acid sequence and an MHC pseudo amino acid sequence, predict their binding affinity value. This is MHC class I binding data. The peptide sequence is ASAFFGMSR. The MHC is HLA-A68:01 with pseudo-sequence HLA-A68:01. The binding affinity (normalized) is 0.512.